From a dataset of Catalyst prediction with 721,799 reactions and 888 catalyst types from USPTO. Predict which catalyst facilitates the given reaction. (1) Reactant: [F:1][C:2]1[CH:10]=[CH:9][C:5]([C:6]([NH2:8])=[S:7])=[CH:4][CH:3]=1.Br[CH2:12][C:13]([C:15]1[CH:20]=[CH:19][C:18]([Br:21])=[CH:17][CH:16]=1)=O. Product: [F:1][C:2]1[CH:10]=[CH:9][C:5]([C:6]2[S:7][CH:12]=[C:13]([C:15]3[CH:20]=[CH:19][C:18]([Br:21])=[CH:17][CH:16]=3)[N:8]=2)=[CH:4][CH:3]=1. The catalyst class is: 14. (2) Reactant: [Br:1][C:2]1[CH:7]=[CH:6][C:5]([CH2:8]/[C:9](/[NH:12][C:13](=[O:21])[O:14]C2C=CC=CC=2)=[N:10]/O)=[CH:4][C:3]=1[Cl:22]. Product: [Br:1][C:2]1[CH:7]=[CH:6][C:5]([CH2:8][C:9]2[NH:12][C:13](=[O:21])[O:14][N:10]=2)=[CH:4][C:3]=1[Cl:22]. The catalyst class is: 11. (3) The catalyst class is: 25. Reactant: C(P1(=O)OP(CCC)(=O)OP(CCC)(=O)O1)CC.[O:19]=[C:20]1[NH:25][C:24]2[CH:26]=[C:27]([C:30]([OH:32])=O)[CH:28]=[CH:29][C:23]=2[O:22][CH2:21]1.[O:33]1[C:38]2[CH:39]=[CH:40][CH:41]=[CH:42][C:37]=2[NH:36][CH:35]([CH2:43][C:44]([O:46][CH3:47])=[O:45])[CH2:34]1. Product: [O:19]=[C:20]1[NH:25][C:24]2[CH:26]=[C:27]([C:30]([N:36]3[C:37]4[CH:42]=[CH:41][CH:40]=[CH:39][C:38]=4[O:33][CH2:34][CH:35]3[CH2:43][C:44]([O:46][CH3:47])=[O:45])=[O:32])[CH:28]=[CH:29][C:23]=2[O:22][CH2:21]1. (4) Reactant: [CH2:1]([O:3][C:4]1([O:12][CH2:13][CH3:14])[CH2:9][CH2:8][CH:7]([CH2:10][OH:11])[CH2:6][CH2:5]1)[CH3:2].[H-].[Na+].[CH2:17](Br)[C:18]1[CH:23]=[CH:22][CH:21]=[CH:20][CH:19]=1.O. Product: [CH2:13]([O:12][C:4]1([O:3][CH2:1][CH3:2])[CH2:5][CH2:6][CH:7]([CH2:10][O:11][CH2:17][C:18]2[CH:23]=[CH:22][CH:21]=[CH:20][CH:19]=2)[CH2:8][CH2:9]1)[CH3:14]. The catalyst class is: 3. (5) Reactant: [N+:1]([C:4]1[CH:24]=[CH:23][C:7]([CH2:8][N:9]([CH2:13][C:14]2[CH:19]=[CH:18][C:17]([N+:20]([O-])=O)=[CH:16][CH:15]=2)[CH:10]([CH3:12])[CH3:11])=[CH:6][CH:5]=1)([O-])=O.[Bi](Cl)(Cl)Cl.[BH4-].[Na+]. The catalyst class is: 8. Product: [NH2:1][C:4]1[CH:5]=[CH:6][C:7]([CH2:8][N:9]([CH2:13][C:14]2[CH:15]=[CH:16][C:17]([NH2:20])=[CH:18][CH:19]=2)[CH:10]([CH3:12])[CH3:11])=[CH:23][CH:24]=1. (6) Reactant: CN1CC[N:5]([CH:8]([C:19]2[CH:24]=[CH:23][CH:22]=[CH:21][CH:20]=2)[C:9]([O:11]CC2C=CC=CC=2)=[O:10])[CH2:4]C1.[H][H].C1(C[C:34](O)=[O:35])C=CC=CC=1.C[OH:38]. Product: [CH3:34][O:35][C:4]([NH:5][C@H:8]([C:19]1[CH:24]=[CH:23][CH:22]=[CH:21][CH:20]=1)[C:9]([OH:11])=[O:10])=[O:38]. The catalyst class is: 45. (7) Reactant: C(O)CCC.Br[C:7]1[CH2:11][CH:10]([C:12]([NH2:14])=[O:13])[O:9][N:8]=1.Cl.[Cl:16][C:17]1[CH:22]=[CH:21][C:20]([F:23])=[CH:19][C:18]=1[N:24]1[CH2:31][CH:30]2[CH:26]([CH2:27][NH:28][CH2:29]2)[CH2:25]1.C(=O)([O-])[O-].[Na+].[Na+]. Product: [Cl:16][C:17]1[CH:22]=[CH:21][C:20]([F:23])=[CH:19][C:18]=1[N:24]1[CH2:31][CH:30]2[CH2:29][N:28]([C:7]3[CH2:11][CH:10]([C:12]([NH2:14])=[O:13])[O:9][N:8]=3)[CH2:27][CH:26]2[CH2:25]1. The catalyst class is: 25. (8) Reactant: [Cl:1][C:2]1[CH:3]=[CH:4][C:5]([S:8]([NH:11][CH3:12])(=[O:10])=[O:9])=[N:6][CH:7]=1.[H-].[Na+].[CH3:15][O:16][C:17]1[CH:24]=[CH:23][C:20]([CH2:21]Cl)=[CH:19][CH:18]=1.O. Product: [Cl:1][C:2]1[CH:3]=[CH:4][C:5]([S:8]([N:11]([CH2:21][C:20]2[CH:23]=[CH:24][C:17]([O:16][CH3:15])=[CH:18][CH:19]=2)[CH3:12])(=[O:10])=[O:9])=[N:6][CH:7]=1. The catalyst class is: 42. (9) Reactant: [O:1]=[C:2]1[C:6]2=[CH:7][NH:8][C:9]3[CH:10]=[CH:11][CH:12]=[CH:13][C:14]=3[C:5]2=[N:4][N:3]1[C:15]1[CH:23]=[CH:22][C:18]([C:19]([OH:21])=[O:20])=[CH:17][CH:16]=1.[H-].[Na+].[CH3:26]I.O. Product: [CH3:26][N:8]1[C:9]2[CH:10]=[CH:11][CH:12]=[CH:13][C:14]=2[C:5]2=[N:4][N:3]([C:15]3[CH:23]=[CH:22][C:18]([C:19]([OH:21])=[O:20])=[CH:17][CH:16]=3)[C:2](=[O:1])[C:6]2=[CH:7]1. The catalyst class is: 3. (10) Reactant: [F:1][C:2]1[CH:7]=[C:6]([CH2:8][OH:9])[CH:5]=[CH:4][N:3]=1.C(N(CC)CC)C.[CH3:17][S:18](Cl)(=[O:20])=[O:19]. Product: [F:1][C:2]1[CH:7]=[C:6]([CH2:8][O:9][S:18]([CH3:17])(=[O:20])=[O:19])[CH:5]=[CH:4][N:3]=1. The catalyst class is: 452.